Predict the reactants needed to synthesize the given product. From a dataset of Full USPTO retrosynthesis dataset with 1.9M reactions from patents (1976-2016). (1) Given the product [C:56]([S:63][C@@H:35]([C:51]1[S:55][CH:54]=[N:53][CH:52]=1)[CH2:36][C@H:37]1[CH2:41][O:40][C:39]([CH3:43])([CH3:42])[N:38]1[C:44]([O:46][C:47]([CH3:50])([CH3:49])[CH3:48])=[O:45])(=[O:64])[C:57]1[CH:62]=[CH:61][CH:60]=[CH:59][CH:58]=1, predict the reactants needed to synthesize it. The reactants are: C1(P(C2C=CC=CC=2)C2C=CC=CC=2)C=CC=CC=1.CC(OC(/N=N/C(OC(C)C)=O)=O)C.O[C@H:35]([C:51]1[S:55][CH:54]=[N:53][CH:52]=1)[CH2:36][C@H:37]1[CH2:41][O:40][C:39]([CH3:43])([CH3:42])[N:38]1[C:44]([O:46][C:47]([CH3:50])([CH3:49])[CH3:48])=[O:45].[C:56]([OH:64])(=[S:63])[C:57]1[CH:62]=[CH:61][CH:60]=[CH:59][CH:58]=1. (2) Given the product [CH2:27]([O:15][C:13]([CH:12]1[CH2:10][CH:11]([C:19]2[CH:22]=[CH:23][CH:24]=[CH:25][C:18]=2[F:17])[C:3]2[C:4](=[CH:6][C:7]([Cl:9])=[CH:8][C:2]=2[Cl:1])[NH:5]1)=[O:14])[CH3:28], predict the reactants needed to synthesize it. The reactants are: [Cl:1][C:2]1[CH:3]=[C:4]([CH:6]=[C:7]([Cl:9])[CH:8]=1)[NH2:5].[CH2:10]([C:12](=O)[C:13]([O-:15])=[O:14])[CH3:11].[F:17][C:18]1[CH:25]=[CH:24][CH:23]=[CH:22][C:19]=1C=C.F[C:27](F)(F)[C:28](O)=O. (3) Given the product [CH3:1][C:2]1[CH:11]=[CH:10][C:9]2[C:4](=[CH:5][CH:6]=[CH:7][C:8]=2[N:12]2[CH2:13][CH2:14][N:15]([CH2:18][CH2:19][C:20]3[CH:21]=[C:22]([NH:23][C:33]([CH:31]4[CH2:30][NH:29][C:28](=[O:27])[NH:32]4)=[O:34])[CH:24]=[CH:25][CH:26]=3)[CH2:16][CH2:17]2)[N:3]=1, predict the reactants needed to synthesize it. The reactants are: [CH3:1][C:2]1[CH:11]=[CH:10][C:9]2[C:4](=[CH:5][CH:6]=[CH:7][C:8]=2[N:12]2[CH2:17][CH2:16][N:15]([CH2:18][CH2:19][C:20]3[CH:21]=[C:22]([CH:24]=[CH:25][CH:26]=3)[NH2:23])[CH2:14][CH2:13]2)[N:3]=1.[O:27]=[C:28]1[NH:32][CH:31]([C:33](O)=[O:34])[CH2:30][NH:29]1. (4) Given the product [OH:4][CH2:5][C@@H:6]([NH:15][C:16]([C:18]1[CH:26]=[C:25]2[C:21]([CH:22]=[N:23][N:24]2[CH2:27][CH:28]([CH3:30])[CH3:29])=[CH:20][C:19]=1[O:31][C:32]1[CH:37]=[CH:36][C:35]([F:38])=[CH:34][C:33]=1[F:39])=[O:17])[CH2:7][CH2:8][N:9]1[CH2:14][CH2:13][CH2:12][CH2:11][CH2:10]1, predict the reactants needed to synthesize it. The reactants are: [BH4-].[Na+].C[O:4][C:5](=O)[C@@H:6]([NH:15][C:16]([C:18]1[CH:26]=[C:25]2[C:21]([CH:22]=[N:23][N:24]2[CH2:27][CH:28]([CH3:30])[CH3:29])=[CH:20][C:19]=1[O:31][C:32]1[CH:37]=[CH:36][C:35]([F:38])=[CH:34][C:33]=1[F:39])=[O:17])[CH2:7][CH2:8][N:9]1[CH2:14][CH2:13][CH2:12][CH2:11][CH2:10]1. (5) Given the product [CH2:14]([O:21][N:22]1[C:2]2[N:3]=[CH:4][N:5]=[C:6]([CH3:13])[C:7]=2[C:8]([OH:10])=[C:24]([CH3:25])[C:23]1=[O:26])[C:15]1[CH:20]=[CH:19][CH:18]=[CH:17][CH:16]=1, predict the reactants needed to synthesize it. The reactants are: Cl[C:2]1[C:7]([C:8]([O:10]CC)=O)=[C:6]([CH3:13])[N:5]=[CH:4][N:3]=1.[CH2:14]([O:21][NH:22][C:23](=[O:26])[CH2:24][CH3:25])[C:15]1[CH:20]=[CH:19][CH:18]=[CH:17][CH:16]=1.C(=O)([O-])[O-].[K+].[K+].C(OCC)(=O)C. (6) Given the product [ClH:28].[Cl:29][C:24]1[CH:23]=[C:22]([CH:27]=[CH:26][C:25]=1[Cl:28])[CH2:21][N:17]1[CH2:18][CH2:19][O:20][C@@H:15]([CH2:14][NH:13][C:11](=[O:12])[CH2:10][S:9][C:6]2[S:7][CH:8]=[C:4]([C:1]([NH:33][CH2:31][CH3:32])=[O:2])[N:5]=2)[CH2:16]1, predict the reactants needed to synthesize it. The reactants are: [C:1]([C:4]1[N:5]=[C:6]([S:9][CH2:10][C:11]([NH:13][CH2:14][C@@H:15]2[O:20][CH2:19][CH2:18][N:17]([CH2:21][C:22]3[CH:27]=[CH:26][C:25]([Cl:28])=[C:24]([Cl:29])[CH:23]=3)[CH2:16]2)=[O:12])[S:7][CH:8]=1)(O)=[O:2].Cl.[CH2:31]([NH2:33])[CH3:32].Cl.CN(C)CCCN=C=NCC.O.OC1C2N=NNC=2C=CC=1.C(=O)([O-])O.[Na+]. (7) Given the product [C:30]([N:15]1[CH2:16][CH2:17][N:12]([C:6]2[C:5]3[C:10](=[CH:11][C:2]([Cl:1])=[C:3]([C:21]#[N:22])[CH:4]=3)[N:9]=[CH:8][N:7]=2)[CH2:13][CH:14]1[C:18]([NH2:20])=[O:19])(=[O:33])[CH:31]=[CH2:32], predict the reactants needed to synthesize it. The reactants are: [Cl:1][C:2]1[CH:11]=[C:10]2[C:5]([C:6]([N:12]3[CH2:17][CH2:16][NH:15][CH:14]([C:18]([NH2:20])=[O:19])[CH2:13]3)=[N:7][CH:8]=[N:9]2)=[CH:4][C:3]=1[C:21]#[N:22].CCN(CC)CC.[C:30](Cl)(=[O:33])[CH:31]=[CH2:32].O. (8) Given the product [NH2:14][C:15]([O:51][CH2:39][CH3:40])=[O:16].[NH2:33][C:18]([NH2:17])=[O:19], predict the reactants needed to synthesize it. The reactants are: C1C(CC2C=CC([N:14]=[C:15]=[O:16])=CC=2)=CC=C([N:17]=[C:18]=[O:19])C=1.C1C=C(CC2C=CC([N:33]=C=O)=CC=2)C(N=C=O)=CC=1.[CH2:39]([O:51]S(C1C=CC=CC=1)(=O)=O)[CH2:40]CCCCCCCCCC.[Na].FC(F)=C(F)F. (9) Given the product [F:11][C:2]([F:1])([F:10])[C:3]1[CH:8]=[CH:7][N:6]=[C:5]([NH:9][C:18](=[O:29])[O:19][C:20]2[CH:21]=[CH:22][C:23]([N+:26]([O-:28])=[O:27])=[CH:24][CH:25]=2)[CH:4]=1, predict the reactants needed to synthesize it. The reactants are: [F:1][C:2]([F:11])([F:10])[C:3]1[CH:8]=[CH:7][N:6]=[C:5]([NH2:9])[CH:4]=1.N1C=CC=CC=1.[C:18](Cl)(=[O:29])[O:19][C:20]1[CH:25]=[CH:24][C:23]([N+:26]([O-:28])=[O:27])=[CH:22][CH:21]=1. (10) Given the product [CH:38]([O:37][C:35]([N:32]1[CH2:33][CH2:34][CH:29]([CH2:28][CH2:27][O:1][C:2]2[CH:3]=[C:4]3[C:9](=[CH:10][CH:11]=2)[CH2:8][N:7]([C:12]([O:14][CH2:15][C:16]2[CH:21]=[CH:20][CH:19]=[CH:18][CH:17]=2)=[O:13])[CH2:6][CH2:5]3)[CH2:30][CH2:31]1)=[O:36])([CH3:40])[CH3:39], predict the reactants needed to synthesize it. The reactants are: [OH:1][C:2]1[CH:3]=[C:4]2[C:9](=[CH:10][CH:11]=1)[CH2:8][N:7]([C:12]([O:14][CH2:15][C:16]1[CH:21]=[CH:20][CH:19]=[CH:18][CH:17]=1)=[O:13])[CH2:6][CH2:5]2.CS(O[CH2:27][CH2:28][CH:29]1[CH2:34][CH2:33][N:32]([C:35]([O:37][CH:38]([CH3:40])[CH3:39])=[O:36])[CH2:31][CH2:30]1)(=O)=O.